Predict the reactants needed to synthesize the given product. From a dataset of Full USPTO retrosynthesis dataset with 1.9M reactions from patents (1976-2016). (1) Given the product [N:17](=[CH:4][C:3]1[CH:6]=[CH:7][C:8]([N:10]2[CH2:15][CH2:14][O:13][CH2:12][CH2:11]2)=[CH:9][C:2]=1[OH:1])[NH2:18], predict the reactants needed to synthesize it. The reactants are: [OH:1][C:2]1[CH:9]=[C:8]([N:10]2[CH2:15][CH2:14][O:13][CH2:12][CH2:11]2)[CH:7]=[CH:6][C:3]=1[CH:4]=O.O.[NH2:17][NH2:18]. (2) Given the product [F:1][C:2]([F:12])([C:5]([F:10])([F:11])[C:6]([F:7])([F:8])[F:9])[CH2:3][O:4][C:16]1[CH:21]=[CH:20][C:19]([N+:22]([O-:24])=[O:23])=[CH:18][CH:17]=1, predict the reactants needed to synthesize it. The reactants are: [F:1][C:2]([F:12])([C:5]([F:11])([F:10])[C:6]([F:9])([F:8])[F:7])[CH2:3][OH:4].[H-].[Na+].F[C:16]1[CH:21]=[CH:20][C:19]([N+:22]([O-:24])=[O:23])=[CH:18][CH:17]=1. (3) The reactants are: [F:1][C:2]1[CH:7]=[C:6]([C:8]([F:11])([F:10])[F:9])[CH:5]=[CH:4][C:3]=1[C:12]1[C:13]2[CH:20]([CH2:21][C:22]([N:24]3[CH2:28]C[CH2:26][CH2:25]3)=[O:23])[CH2:19][CH2:18][C:14]=2[CH:15]=[N:16][CH:17]=1.[CH3:29]NC(C)C. Given the product [F:1][C:2]1[CH:7]=[C:6]([C:8]([F:11])([F:10])[F:9])[CH:5]=[CH:4][C:3]=1[C:12]1[C:13]2[CH:20]([CH2:21][C:22]([N:24]([CH:25]([CH3:29])[CH3:26])[CH3:28])=[O:23])[CH2:19][CH2:18][C:14]=2[CH:15]=[N:16][CH:17]=1, predict the reactants needed to synthesize it. (4) Given the product [CH3:1][C:2]1[N:7]([CH2:23][CH3:24])[C:6](=[O:8])[N:5]([CH2:9][CH2:10][CH3:11])[C:4](=[O:12])[C:3]=1[N+:13]([O-:15])=[O:14], predict the reactants needed to synthesize it. The reactants are: [CH3:1][C:2]1[NH:7][C:6](=[O:8])[N:5]([CH2:9][CH2:10][CH3:11])[C:4](=[O:12])[C:3]=1[N+:13]([O-:15])=[O:14].C([O-])([O-])=O.[K+].[K+].I[CH2:23][CH3:24]. (5) Given the product [OH:7][CH2:6][C:4]1([CH2:8][OH:9])[CH2:5][CH:3]1[C:1]#[C:2][C:11]#[C:12][C:13]1[CH:14]=[CH:15][C:16]([C:17]([NH:19][C@@H:20]([C:25]([NH:28][C:29]([O:31][C:32]([CH3:35])([CH3:34])[CH3:33])=[O:30])([CH3:27])[CH3:26])[C:21]([O:23][CH3:24])=[O:22])=[O:18])=[CH:36][CH:37]=1, predict the reactants needed to synthesize it. The reactants are: [C:1]([CH:3]1[CH2:5][C:4]1([CH2:8][OH:9])[CH2:6][OH:7])#[CH:2].Br[C:11]#[C:12][C:13]1[CH:37]=[CH:36][C:16]([C:17]([NH:19][C@@H:20]([C:25]([NH:28][C:29]([O:31][C:32]([CH3:35])([CH3:34])[CH3:33])=[O:30])([CH3:27])[CH3:26])[C:21]([O:23][CH3:24])=[O:22])=[O:18])=[CH:15][CH:14]=1.